This data is from Full USPTO retrosynthesis dataset with 1.9M reactions from patents (1976-2016). The task is: Predict the reactants needed to synthesize the given product. (1) Given the product [Br:1][C:54]1[CH:55]=[C:50]([C:49]2[O:48][N:47]=[C:46]([CH3:58])[C:45]=2[C:42]2[CH:41]=[CH:40][C:39]([O:38][CH3:37])=[CH:44][CH:43]=2)[C:51]([OH:57])=[CH:52][C:53]=1[OH:56], predict the reactants needed to synthesize it. The reactants are: [Br-:1].[Br-].[Br-].C([N+](C)(C)C)C1C=CC=CC=1.C([N+](C)(C)C)C1C=CC=CC=1.C([N+](C)(C)C)C1C=CC=CC=1.[CH3:37][O:38][C:39]1[CH:44]=[CH:43][C:42]([C:45]2[C:46]([CH3:58])=[N:47][O:48][C:49]=2[C:50]2[CH:55]=[CH:54][C:53]([OH:56])=[CH:52][C:51]=2[OH:57])=[CH:41][CH:40]=1.C(OCC)(=O)C. (2) Given the product [CH:1]1([CH2:4][NH:5][C:6]2[N:11]=[C:10]([CH2:12][CH2:13][O:14][C:15]3[CH:37]=[CH:36][C:18]([CH2:19][C@@H:20]([C:32]([OH:34])=[O:33])[NH:21][C:22]([C:24]4[C:25]([Cl:31])=[CH:26][CH:27]=[CH:28][C:29]=4[Cl:30])=[O:23])=[CH:17][CH:16]=3)[CH:9]=[CH:8][CH:7]=2)[CH2:3][CH2:2]1, predict the reactants needed to synthesize it. The reactants are: [CH:1]1([CH2:4][NH:5][C:6]2[N:11]=[C:10]([CH2:12][CH2:13][O:14][C:15]3[CH:37]=[CH:36][C:18]([CH2:19][C@@H:20]([C:32]([O:34]C)=[O:33])[NH:21][C:22]([C:24]4[C:29]([Cl:30])=[CH:28][CH:27]=[CH:26][C:25]=4[Cl:31])=[O:23])=[CH:17][CH:16]=3)[CH:9]=[CH:8][CH:7]=2)[CH2:3][CH2:2]1.[Li+].[OH-].